From a dataset of Reaction yield outcomes from USPTO patents with 853,638 reactions. Predict the reaction yield, written as a fraction of the theoretical maximum amount of product (1.0 means a 100% yield; for example, 0.34 means a 34% yield). (1) The reactants are Br.[N:2]1[CH:7]=[CH:6][CH:5]=[C:4]([O:8][C:9]2[CH:14]=[CH:13][C:12]([C:15]3[O:19][C:18]([NH2:20])=[N:17][N:16]=3)=[CH:11][CH:10]=2)[CH:3]=1.[Br:21][C:22]1[CH:30]=[CH:29][C:25]([C:26](Cl)=[O:27])=[CH:24][CH:23]=1. The catalyst is N1C=CC=CC=1.CO. The product is [Br:21][C:22]1[CH:30]=[CH:29][C:25]([C:26]([NH:20][C:18]2[O:19][C:15]([C:12]3[CH:11]=[CH:10][C:9]([O:8][C:4]4[CH:3]=[N:2][CH:7]=[CH:6][CH:5]=4)=[CH:14][CH:13]=3)=[N:16][N:17]=2)=[O:27])=[CH:24][CH:23]=1. The yield is 0.212. (2) The reactants are Br[C:2]1[CH:3]=[C:4]([N:8]2[C:16]3[CH:15]=[C:14]([Cl:17])[N:13]=[CH:12][C:11]=3[C:10]([C:18]([O:20][CH3:21])=[O:19])=[N:9]2)[CH:5]=[CH:6][CH:7]=1.[C:22]([C@:24]1([OH:31])[CH2:28][CH2:27][N:26]([CH3:29])[C:25]1=[O:30])#[CH:23]. No catalyst specified. The product is [Cl:17][C:14]1[N:13]=[CH:12][C:11]2[C:10]([C:18]([O:20][CH3:21])=[O:19])=[N:9][N:8]([C:4]3[CH:5]=[CH:6][CH:7]=[C:2]([C:23]#[C:22][C@:24]4([OH:31])[CH2:28][CH2:27][N:26]([CH3:29])[C:25]4=[O:30])[CH:3]=3)[C:16]=2[CH:15]=1. The yield is 0.350. (3) The reactants are C([O:8][C:9]1[CH:14]=[CH:13][C:12]([O:15][C:16]([F:19])([F:18])[F:17])=[CH:11][C:10]=1[C:20]1[N:24]([CH3:25])[N:23]=[CH:22][CH:21]=1)C1C=CC=CC=1. The catalyst is CO.[Pd]. The product is [CH3:25][N:24]1[C:20]([C:10]2[CH:11]=[C:12]([O:15][C:16]([F:17])([F:18])[F:19])[CH:13]=[CH:14][C:9]=2[OH:8])=[CH:21][CH:22]=[N:23]1. The yield is 0.940.